This data is from Reaction yield outcomes from USPTO patents with 853,638 reactions. The task is: Predict the reaction yield, written as a fraction of the theoretical maximum amount of product (1.0 means a 100% yield; for example, 0.34 means a 34% yield). (1) The reactants are [CH3:1][O:2][C:3](=[O:21])[CH:4]([OH:20])[CH2:5][C:6]1[CH:11]=[CH:10][C:9]([O:12][CH2:13][C:14]2[CH:19]=[CH:18][CH:17]=[CH:16][CH:15]=2)=[CH:8][CH:7]=1.[CH2:22](I)[CH2:23][CH2:24][CH2:25][CH2:26][CH3:27]. The catalyst is ClCCl.[Ag-]=O. The product is [CH3:1][O:2][C:3](=[O:21])[CH:4]([O:20][CH2:22][CH2:23][CH2:24][CH2:25][CH2:26][CH3:27])[CH2:5][C:6]1[CH:11]=[CH:10][C:9]([O:12][CH2:13][C:14]2[CH:19]=[CH:18][CH:17]=[CH:16][CH:15]=2)=[CH:8][CH:7]=1. The yield is 0.870. (2) The reactants are [C:1]([O:5][C:6]([C:8]1[CH:9]=[C:10]([C:14]2[C:19]([CH3:20])=[CH:18][CH:17]=[CH:16][N+:15]=2[O-])[CH:11]=[CH:12][CH:13]=1)=[O:7])([CH3:4])([CH3:3])[CH3:2].[N:22]1C=CC=CC=1.CS(OS(C)(=O)=O)(=O)=O.C(CN)O. The catalyst is CC#N.O. The product is [C:1]([O:5][C:6](=[O:7])[C:8]1[CH:13]=[CH:12][CH:11]=[C:10]([C:14]2[C:19]([CH3:20])=[CH:18][CH:17]=[C:16]([NH2:22])[N:15]=2)[CH:9]=1)([CH3:4])([CH3:3])[CH3:2]. The yield is 0.530. (3) The catalyst is CN(C=O)C. The yield is 0.500. The product is [Br:1][C:2]1[CH:3]=[CH:4][C:5]([N:8]([C:9]([O:11][C:12]([CH3:15])([CH3:14])[CH3:13])=[O:10])[CH2:19][C:20]([O:22][CH3:23])=[O:21])=[N:6][CH:7]=1. The reactants are [Br:1][C:2]1[CH:3]=[CH:4][C:5]([NH:8][C:9]([O:11][C:12]([CH3:15])([CH3:14])[CH3:13])=[O:10])=[N:6][CH:7]=1.[H-].[Na+].Br[CH2:19][C:20]([O:22][CH3:23])=[O:21]. (4) The reactants are [NH2:1][C@H:2]1[CH2:6][CH2:5][N:4]([C:7]2[CH:16]=[CH:15][C:10]([C:11]([O:13][CH3:14])=[O:12])=[CH:9][CH:8]=2)[CH2:3]1.[CH3:17][C:18]([O:21][C:22](O[C:22]([O:21][C:18]([CH3:20])([CH3:19])[CH3:17])=[O:23])=[O:23])([CH3:20])[CH3:19]. The catalyst is C(Cl)Cl. The product is [C:18]([O:21][C:22]([NH:1][C@H:2]1[CH2:6][CH2:5][N:4]([C:7]2[CH:16]=[CH:15][C:10]([C:11]([O:13][CH3:14])=[O:12])=[CH:9][CH:8]=2)[CH2:3]1)=[O:23])([CH3:20])([CH3:19])[CH3:17]. The yield is 0.910. (5) The reactants are [OH:1][C:2]1[CH:3]=[C:4]([CH:9]=[C:10]([OH:12])[CH:11]=1)[C:5]([O:7][CH3:8])=[O:6].C(=O)([O-])[O-].[K+].[K+].[CH2:19](Br)[C:20]1[CH:25]=[CH:24][CH:23]=[CH:22][CH:21]=1. The catalyst is CC(C)=O. The product is [CH3:8][O:7][C:5](=[O:6])[C:4]1[CH:3]=[C:2]([OH:1])[CH:11]=[C:10]([O:12][CH2:19][C:20]2[CH:25]=[CH:24][CH:23]=[CH:22][CH:21]=2)[CH:9]=1. The yield is 0.310. (6) The product is [Cl:18][C:13]1[N:12]=[C:11]([NH:10][C:4]2[CH:5]=[CH:6][C:7]([O:8][CH3:9])=[C:2]([Cl:1])[CH:3]=2)[N:16]=[C:15]([NH:26][CH:19]2[CH2:25][CH2:24][CH2:23][CH2:22][CH2:21][CH2:20]2)[N:14]=1. The catalyst is CC(C)=O.C(OCC)(=O)C. The reactants are [Cl:1][C:2]1[CH:3]=[C:4]([NH:10][C:11]2[N:16]=[C:15](Cl)[N:14]=[C:13]([Cl:18])[N:12]=2)[CH:5]=[CH:6][C:7]=1[O:8][CH3:9].[CH:19]1([NH2:26])[CH2:25][CH2:24][CH2:23][CH2:22][CH2:21][CH2:20]1.O.[OH-].[Na+]. The yield is 0.705.